Predict the product of the given reaction. From a dataset of Forward reaction prediction with 1.9M reactions from USPTO patents (1976-2016). (1) The product is: [N:1]1[CH:6]=[CH:5][C:4]([C:7]2[C:8]([NH:13][C:14]3[CH:15]=[C:16]([CH:20]=[CH:21][C:22]=3[C:23]([F:26])([F:24])[F:25])[C:17]([NH:35][C:31]3[CH:32]=[CH:33][CH:34]=[C:29]([C:28]([F:36])([F:37])[F:27])[CH:30]=3)=[O:18])=[N:9][CH:10]=[CH:11][CH:12]=2)=[N:3][CH:2]=1. Given the reactants [N:1]1[CH:6]=[CH:5][C:4]([C:7]2[C:8]([NH:13][C:14]3[CH:15]=[C:16]([CH:20]=[CH:21][C:22]=3[C:23]([F:26])([F:25])[F:24])[C:17](O)=[O:18])=[N:9][CH:10]=[CH:11][CH:12]=2)=[N:3][CH:2]=1.[F:27][C:28]([F:37])([F:36])[C:29]1[CH:30]=[C:31]([NH2:35])[CH:32]=[CH:33][CH:34]=1.CN(C(ON1N=NC2C=CC=CC1=2)=[N+](C)C)C.[B-](F)(F)(F)F.CCN(C(C)C)C(C)C, predict the reaction product. (2) The product is: [CH3:8][S:9]([C:12]1[CH:13]=[CH:14][C:15]([O:16][C:17]2[N:22]=[CH:21][N:20]=[C:19]3[N:23]([CH:26]4[CH2:27][CH2:28][N:29]([C:34](=[O:39])[CH2:35][CH:36]([CH3:38])[CH3:37])[CH2:30][CH2:31]4)[N:24]=[CH:25][C:18]=23)=[CH:32][CH:33]=1)(=[O:11])=[O:10]. Given the reactants FC(F)(F)C(O)=O.[CH3:8][S:9]([C:12]1[CH:33]=[CH:32][C:15]([O:16][C:17]2[N:22]=[CH:21][N:20]=[C:19]3[N:23]([CH:26]4[CH2:31][CH2:30][NH:29][CH2:28][CH2:27]4)[N:24]=[CH:25][C:18]=23)=[CH:14][CH:13]=1)(=[O:11])=[O:10].[C:34](Cl)(=[O:39])[CH2:35][CH:36]([CH3:38])[CH3:37], predict the reaction product. (3) Given the reactants [Cl:1][C:2]1[CH:3]=[C:4]([C:24]#[CH:25])[CH:5]=[C:6]2[C:10]=1[C:9](=[O:11])[N:8]([CH2:12][C:13]1[CH:18]=[CH:17][C:16]([O:19][C:20]([F:23])([F:22])[F:21])=[CH:15][CH:14]=1)[CH2:7]2.[H][H], predict the reaction product. The product is: [Cl:1][C:2]1[CH:3]=[C:4]([CH2:24][CH3:25])[CH:5]=[C:6]2[C:10]=1[C:9](=[O:11])[N:8]([CH2:12][C:13]1[CH:14]=[CH:15][C:16]([O:19][C:20]([F:23])([F:21])[F:22])=[CH:17][CH:18]=1)[CH2:7]2. (4) The product is: [Br:1][C:2]1[CH:8]=[C:7]([F:9])[CH:6]=[C:5]2[C:3]=1[NH:4][N:12]=[CH:10]2. Given the reactants [Br:1][C:2]1[CH:8]=[C:7]([F:9])[CH:6]=[C:5]([CH3:10])[C:3]=1[NH2:4].Cl.[N:12]([O-])=O.[Na+].C([O-])(=O)C.[Na+].CC(S)(C)C.CC(C)([O-])C.[K+], predict the reaction product. (5) The product is: [ClH:1].[Cl:34][C:30]1[CH:29]=[C:28]([CH:33]=[CH:32][CH:31]=1)[C:27]([NH:26][C:23]1[CH:22]=[CH:21][C:20]([NH:19][C:2]2[C:11]3[C:6](=[CH:7][C:8]([O:14][CH2:15][CH2:16][CH2:17][Cl:18])=[C:9]([O:12][CH3:13])[CH:10]=3)[N:5]=[CH:4][N:3]=2)=[CH:25][N:24]=1)=[O:35]. Given the reactants [Cl:1][C:2]1[C:11]2[C:6](=[CH:7][C:8]([O:14][CH2:15][CH2:16][CH2:17][Cl:18])=[C:9]([O:12][CH3:13])[CH:10]=2)[N:5]=[CH:4][N:3]=1.[NH2:19][C:20]1[CH:21]=[CH:22][C:23]([NH:26][C:27](=[O:35])[C:28]2[CH:33]=[CH:32][CH:31]=[C:30]([Cl:34])[CH:29]=2)=[N:24][CH:25]=1.Cl, predict the reaction product. (6) Given the reactants [Br:1][C:2]1[CH:10]=[CH:9][C:5]([C:6](O)=[O:7])=[C:4]([CH3:11])[CH:3]=1.C(Cl)(C(Cl)=O)=O.[NH4+:18].[OH-], predict the reaction product. The product is: [Br:1][C:2]1[CH:10]=[CH:9][C:5]([C:6]([NH2:18])=[O:7])=[C:4]([CH3:11])[CH:3]=1.